Dataset: Full USPTO retrosynthesis dataset with 1.9M reactions from patents (1976-2016). Task: Predict the reactants needed to synthesize the given product. (1) Given the product [CH3:1][O:2][C:3]([C:5]1[N:6]=[C:7]([NH:11][C:24](=[O:25])[C:23]2[CH:27]=[CH:28][C:20]([Cl:19])=[CH:21][CH:22]=2)[S:8][C:9]=1[CH3:10])=[O:4], predict the reactants needed to synthesize it. The reactants are: [CH3:1][O:2][C:3]([C:5]1[N:6]=[C:7]([NH2:11])[S:8][C:9]=1[CH3:10])=[O:4].CCN(CC)CC.[Cl:19][C:20]1[CH:28]=[CH:27][C:23]([C:24](Cl)=[O:25])=[CH:22][CH:21]=1.O. (2) Given the product [CH3:22][C:13]([NH:12][CH2:11][CH:10]([C:5]1[C:4]([O:24][CH3:25])=[C:3]([OH:2])[C:8]([OH:9])=[CH:7][CH:6]=1)[OH:23])([CH3:21])[CH2:14][C:15]1[CH:16]=[CH:17][CH:18]=[CH:19][CH:20]=1, predict the reactants needed to synthesize it. The reactants are: Cl.[OH:2][C:3]1[C:4]([O:24][CH3:25])=[C:5]([C:10](=[O:23])[CH2:11][NH:12][C:13]([CH3:22])([CH3:21])[CH2:14][C:15]2[CH:20]=[CH:19][CH:18]=[CH:17][CH:16]=2)[CH:6]=[CH:7][C:8]=1[OH:9]. (3) Given the product [CH3:7][O:8][C:9](=[O:18])[C:10]1[CH:15]=[CH:14][CH:13]=[C:12]([CH2:16][N:4]2[CH:5]=[N:6][C:2]([NH2:1])=[N:3]2)[CH:11]=1, predict the reactants needed to synthesize it. The reactants are: [NH2:1][C:2]1[N:6]=[CH:5][NH:4][N:3]=1.[CH3:7][O:8][C:9](=[O:18])[C:10]1[CH:15]=[CH:14][CH:13]=[C:12]([CH2:16]Br)[CH:11]=1. (4) The reactants are: Cl[C:2]1[C:3](C#N)=[C:4]2[C:8](=[CH:9][CH:10]=1)[N:7]([CH2:11][C:12]([OH:14])=[O:13])[C:6]([CH3:15])=[C:5]2[S:16]([C:19]1[CH:24]=[CH:23][C:22]([Cl:25])=[CH:21][CH:20]=1)(=[O:18])=[O:17].[Cl:28]C1C=CC(S(C2C3C(=CC=C(C)C=3)N(CC(OCC)=O)C=2C)(=O)=O)=CC=1. Given the product [Cl:28][C:3]1[CH:2]=[CH:10][CH:9]=[C:8]2[C:4]=1[C:5]([S:16]([C:19]1[CH:20]=[CH:21][C:22]([Cl:25])=[CH:23][CH:24]=1)(=[O:18])=[O:17])=[C:6]([CH3:15])[N:7]2[CH2:11][C:12]([OH:14])=[O:13], predict the reactants needed to synthesize it.